This data is from NCI-60 drug combinations with 297,098 pairs across 59 cell lines. The task is: Regression. Given two drug SMILES strings and cell line genomic features, predict the synergy score measuring deviation from expected non-interaction effect. Drug 1: CC1CCC2CC(C(=CC=CC=CC(CC(C(=O)C(C(C(=CC(C(=O)CC(OC(=O)C3CCCCN3C(=O)C(=O)C1(O2)O)C(C)CC4CCC(C(C4)OC)O)C)C)O)OC)C)C)C)OC. Drug 2: C1CN1C2=NC(=NC(=N2)N3CC3)N4CC4. Cell line: T-47D. Synergy scores: CSS=21.2, Synergy_ZIP=-1.27, Synergy_Bliss=3.61, Synergy_Loewe=3.99, Synergy_HSA=2.87.